From a dataset of NCI-60 drug combinations with 297,098 pairs across 59 cell lines. Regression. Given two drug SMILES strings and cell line genomic features, predict the synergy score measuring deviation from expected non-interaction effect. (1) Drug 1: CCCS(=O)(=O)NC1=C(C(=C(C=C1)F)C(=O)C2=CNC3=C2C=C(C=N3)C4=CC=C(C=C4)Cl)F. Drug 2: CN(CC1=CN=C2C(=N1)C(=NC(=N2)N)N)C3=CC=C(C=C3)C(=O)NC(CCC(=O)O)C(=O)O. Cell line: CCRF-CEM. Synergy scores: CSS=29.4, Synergy_ZIP=-3.09, Synergy_Bliss=-8.82, Synergy_Loewe=-37.6, Synergy_HSA=-10.7. (2) Drug 1: CCCCC(=O)OCC(=O)C1(CC(C2=C(C1)C(=C3C(=C2O)C(=O)C4=C(C3=O)C=CC=C4OC)O)OC5CC(C(C(O5)C)O)NC(=O)C(F)(F)F)O. Drug 2: C#CCC(CC1=CN=C2C(=N1)C(=NC(=N2)N)N)C3=CC=C(C=C3)C(=O)NC(CCC(=O)O)C(=O)O. Cell line: HCT116. Synergy scores: CSS=31.3, Synergy_ZIP=-2.81, Synergy_Bliss=-7.79, Synergy_Loewe=-8.34, Synergy_HSA=-8.67. (3) Drug 1: CC1=C(C=C(C=C1)NC(=O)C2=CC=C(C=C2)CN3CCN(CC3)C)NC4=NC=CC(=N4)C5=CN=CC=C5. Drug 2: CC1=C(C=C(C=C1)C(=O)NC2=CC(=CC(=C2)C(F)(F)F)N3C=C(N=C3)C)NC4=NC=CC(=N4)C5=CN=CC=C5. Cell line: K-562. Synergy scores: CSS=44.5, Synergy_ZIP=-2.53, Synergy_Bliss=-5.19, Synergy_Loewe=-5.99, Synergy_HSA=-3.22. (4) Drug 1: C#CCC(CC1=CN=C2C(=N1)C(=NC(=N2)N)N)C3=CC=C(C=C3)C(=O)NC(CCC(=O)O)C(=O)O. Drug 2: C1C(C(OC1N2C=NC(=NC2=O)N)CO)O. Cell line: OVCAR-8. Synergy scores: CSS=10.1, Synergy_ZIP=-1.11, Synergy_Bliss=-0.0732, Synergy_Loewe=-2.31, Synergy_HSA=-2.20. (5) Drug 1: CN(C)N=NC1=C(NC=N1)C(=O)N. Cell line: MDA-MB-231. Synergy scores: CSS=-5.34, Synergy_ZIP=6.92, Synergy_Bliss=8.70, Synergy_Loewe=1.98, Synergy_HSA=1.45. Drug 2: C(CN)CNCCSP(=O)(O)O. (6) Synergy scores: CSS=32.6, Synergy_ZIP=-0.117, Synergy_Bliss=-0.290, Synergy_Loewe=-16.5, Synergy_HSA=-1.08. Drug 2: C1C(C(OC1N2C=NC3=C2NC=NCC3O)CO)O. Cell line: SNB-75. Drug 1: CC=C1C(=O)NC(C(=O)OC2CC(=O)NC(C(=O)NC(CSSCCC=C2)C(=O)N1)C(C)C)C(C)C. (7) Drug 1: C1=CC(=C2C(=C1NCCNCCO)C(=O)C3=C(C=CC(=C3C2=O)O)O)NCCNCCO. Drug 2: C1=CN(C(=O)N=C1N)C2C(C(C(O2)CO)O)O.Cl. Cell line: KM12. Synergy scores: CSS=20.9, Synergy_ZIP=-5.34, Synergy_Bliss=-8.53, Synergy_Loewe=-9.84, Synergy_HSA=-5.00. (8) Drug 1: CC1=C2C(C(=O)C3(C(CC4C(C3C(C(C2(C)C)(CC1OC(=O)C(C(C5=CC=CC=C5)NC(=O)C6=CC=CC=C6)O)O)OC(=O)C7=CC=CC=C7)(CO4)OC(=O)C)O)C)OC(=O)C. Drug 2: B(C(CC(C)C)NC(=O)C(CC1=CC=CC=C1)NC(=O)C2=NC=CN=C2)(O)O. Cell line: OVCAR-5. Synergy scores: CSS=67.7, Synergy_ZIP=-2.18, Synergy_Bliss=-7.96, Synergy_Loewe=-9.27, Synergy_HSA=-6.50. (9) Drug 1: CC1=C2C(C(=O)C3(C(CC4C(C3C(C(C2(C)C)(CC1OC(=O)C(C(C5=CC=CC=C5)NC(=O)OC(C)(C)C)O)O)OC(=O)C6=CC=CC=C6)(CO4)OC(=O)C)OC)C)OC. Drug 2: C1=CC(=CC=C1CCC2=CNC3=C2C(=O)NC(=N3)N)C(=O)NC(CCC(=O)O)C(=O)O. Cell line: MOLT-4. Synergy scores: CSS=95.0, Synergy_ZIP=6.18, Synergy_Bliss=5.99, Synergy_Loewe=5.65, Synergy_HSA=7.51.